This data is from Reaction yield outcomes from USPTO patents with 853,638 reactions. The task is: Predict the reaction yield, written as a fraction of the theoretical maximum amount of product (1.0 means a 100% yield; for example, 0.34 means a 34% yield). The reactants are [Cl:1][C:2]1[CH:3]=[C:4]([NH:16][C:17]2[N:22]=[CH:21][N:20]=[C:19]3[NH:23][N:24]=[C:25]([O:26][CH2:27][CH2:28][NH:29][CH2:30][CH2:31][OH:32])[C:18]=23)[CH:5]=[CH:6][C:7]=1[O:8][CH2:9][C:10]1[CH:15]=[CH:14][CH:13]=[CH:12][N:11]=1.[C:33](OC(=O)C)(=[O:35])[CH3:34].O. The catalyst is CC(N(C)C)=O. The product is [Cl:1][C:2]1[CH:3]=[C:4]([NH:16][C:17]2[N:22]=[CH:21][N:20]=[C:19]3[NH:23][N:24]=[C:25]([O:26][CH2:27][CH2:28][N:29]([CH2:30][CH2:31][OH:32])[C:33](=[O:35])[CH3:34])[C:18]=23)[CH:5]=[CH:6][C:7]=1[O:8][CH2:9][C:10]1[CH:15]=[CH:14][CH:13]=[CH:12][N:11]=1. The yield is 0.670.